This data is from Full USPTO retrosynthesis dataset with 1.9M reactions from patents (1976-2016). The task is: Predict the reactants needed to synthesize the given product. (1) Given the product [NH2:24][C:25]1[S:29][C:28]([C:30]2[C:35]([F:36])=[CH:34][CH:33]=[CH:32][C:31]=2[F:37])=[N:27][C:26]=1[C:38]([NH:16][C:11]1[CH:12]=[N:13][N:14]([CH3:15])[C:10]=1[N:4]1[CH2:5][CH2:6][N:7]([CH3:9])[CH2:8][C@H:3]1[CH2:1][CH3:2])=[O:39], predict the reactants needed to synthesize it. The reactants are: [CH2:1]([C@@H:3]1[CH2:8][N:7]([CH3:9])[CH2:6][CH2:5][N:4]1[C:10]1[N:14]([CH3:15])[N:13]=[CH:12][C:11]=1[NH2:16])[CH3:2].C(OC([NH:24][C:25]1[S:29][C:28]([C:30]2[C:35]([F:36])=[CH:34][CH:33]=[CH:32][C:31]=2[F:37])=[N:27][C:26]=1[C:38](O)=[O:39])=O)(C)(C)C. (2) Given the product [CH:4]1[C:5]2[NH:6][C:7]3[C:12](=[CH:11][CH:10]=[CH:9][CH:8]=3)[C:13]=2[CH:14]=[C:2]([C:15]#[N:16])[CH:3]=1, predict the reactants needed to synthesize it. The reactants are: Br[C:2]1[CH:3]=[CH:4][C:5]2[NH:6][C:7]3[C:12]([C:13]=2[CH:14]=1)=[CH:11][CH:10]=[CH:9][CH:8]=3.[C:15]([Cu])#[N:16]. (3) Given the product [CH:28]1([CH2:27][CH2:26][C:14]2([CH3:13])[C:23]3[C:18](=[CH:19][CH:20]=[CH:21][CH:22]=3)[CH2:17][CH2:16][C:15]2=[O:24])[CH2:30][CH2:29]1, predict the reactants needed to synthesize it. The reactants are: C(NC(C)C)(C)C.C([Li])CCC.[CH3:13][CH:14]1[C:23]2[C:18](=[CH:19][CH:20]=[CH:21][CH:22]=2)[CH2:17][CH2:16][C:15]1=[O:24].Br[CH2:26][CH2:27][CH:28]1[CH2:30][CH2:29]1.